Dataset: Forward reaction prediction with 1.9M reactions from USPTO patents (1976-2016). Task: Predict the product of the given reaction. (1) Given the reactants [Cl:1][C:2]1[CH:3]=[CH:4][C:5]2[O:9][C:8]([C:10]3[CH:15]=[CH:14][C:13]([F:16])=[CH:12][CH:11]=3)=[C:7](I)[C:6]=2[C:18]=1[F:19].C([Li])CCC.N1([CH:31]=[O:32])CCCCC1, predict the reaction product. The product is: [Cl:1][C:2]1[CH:3]=[CH:4][C:5]2[O:9][C:8]([C:10]3[CH:15]=[CH:14][C:13]([F:16])=[CH:12][CH:11]=3)=[C:7]([CH:31]=[O:32])[C:6]=2[C:18]=1[F:19]. (2) Given the reactants [CH2:1]([C:3]1[C:11]([N:12]([CH2:18][CH2:19][CH2:20][F:21])[C:13](=O)[CH2:14][O:15][CH3:16])=[C:6]2[CH:7]=[CH:8][CH:9]=[CH:10][N:5]2[N:4]=1)[CH3:2].C(OCC)(=O)C.CCCCCC, predict the reaction product. The product is: [CH2:1]([C:3]1[C:11]([N:12]([CH2:18][CH2:19][CH2:20][F:21])[CH2:13][CH2:14][O:15][CH3:16])=[C:6]2[CH:7]=[CH:8][CH:9]=[CH:10][N:5]2[N:4]=1)[CH3:2].